Task: Predict which catalyst facilitates the given reaction.. Dataset: Catalyst prediction with 721,799 reactions and 888 catalyst types from USPTO (1) Reactant: [CH2:1]([S:3][C:4]1[CH:9]=[CH:8][C:7]([NH:10][C:11]([C:13]2[CH:14]=[C:15]([CH:27]=[CH:28][CH:29]=2)[CH2:16][S:17][CH2:18][CH2:19][C:20]([O:22]C(C)(C)C)=[O:21])=[O:12])=[C:6]([C:30]2[CH:35]=[C:34]([C:36](=[O:49])[NH:37][CH2:38][C:39]3[CH:44]=[CH:43][CH:42]=[C:41]([C:45]([F:48])([F:47])[F:46])[CH:40]=3)[CH:33]=[CH:32][N:31]=2)[CH:5]=1)[CH3:2].FC(F)(F)C(O)=O. Product: [CH2:1]([S:3][C:4]1[CH:9]=[CH:8][C:7]([NH:10][C:11]([C:13]2[CH:14]=[C:15]([CH:27]=[CH:28][CH:29]=2)[CH2:16][S:17][CH2:18][CH2:19][C:20]([OH:22])=[O:21])=[O:12])=[C:6]([C:30]2[CH:35]=[C:34]([C:36](=[O:49])[NH:37][CH2:38][C:39]3[CH:44]=[CH:43][CH:42]=[C:41]([C:45]([F:47])([F:48])[F:46])[CH:40]=3)[CH:33]=[CH:32][N:31]=2)[CH:5]=1)[CH3:2]. The catalyst class is: 4. (2) Product: [CH:30]1([NH:35][C:2]2[C:28]([CH3:29])=[CH:27][C:5]3[N:6]=[C:7]4[C:12]([N:13]([CH2:14][CH2:15][N:16]5[CH2:21][CH2:20][CH:19]([C:22]([OH:24])=[O:23])[CH2:18][CH2:17]5)[C:4]=3[CH:3]=2)=[N:11][C:10](=[O:25])[NH:9][C:8]4=[O:26])[CH2:34][CH2:33][CH2:32][CH2:31]1. The catalyst class is: 58. Reactant: Cl[C:2]1[C:28]([CH3:29])=[CH:27][C:5]2[N:6]=[C:7]3[C:12]([N:13]([CH2:14][CH2:15][N:16]4[CH2:21][CH2:20][CH:19]([C:22]([OH:24])=[O:23])[CH2:18][CH2:17]4)[C:4]=2[CH:3]=1)=[N:11][C:10](=[O:25])[NH:9][C:8]3=[O:26].[CH:30]1([NH2:35])[CH2:34][CH2:33][CH2:32][CH2:31]1. (3) The catalyst class is: 5. Reactant: Cl[C:2]1[N:3]=[CH:4][C:5]([NH:8][C:9](=[O:13])[O:10][CH2:11]C)=[N:6][CH:7]=1.[CH3:14][O-:15].[Na+]. Product: [CH3:14][O:15][C:2]1[N:3]=[CH:4][C:5]([NH:8][C:9](=[O:13])[O:10][CH3:11])=[N:6][CH:7]=1.